This data is from Reaction yield outcomes from USPTO patents with 853,638 reactions. The task is: Predict the reaction yield, written as a fraction of the theoretical maximum amount of product (1.0 means a 100% yield; for example, 0.34 means a 34% yield). The reactants are [CH3:1][N:2]1C(=O)CCC1.Cl[C:9]1[CH:14]=[CH:13][C:12]([NH:15]C(=O)C(C)(C)C)=[C:11]([C:22]#[C:23][CH3:24])[C:10]=1[C:25]([F:28])([F:27])[F:26].C([Cu])#N.[OH-].[NH4+]. The catalyst is CCOCC. The product is [CH3:24][C:23]1[NH:15][C:12]2[C:11]([CH:22]=1)=[C:10]([C:25]([F:26])([F:27])[F:28])[C:9]([C:1]#[N:2])=[CH:14][CH:13]=2. The yield is 0.640.